Predict which catalyst facilitates the given reaction. From a dataset of Catalyst prediction with 721,799 reactions and 888 catalyst types from USPTO. (1) Reactant: [Cl:1][C:2]1[CH:3]=[CH:4][C:5]([CH3:24])=[C:6]([NH:8][C:9]2[O:10][C:11]3[C:17]([F:18])=[C:16]([CH2:19][C:20]([O:22]C)=[O:21])[CH:15]=[CH:14][C:12]=3[N:13]=2)[CH:7]=1.[OH-].[Na+]. Product: [Cl:1][C:2]1[CH:3]=[CH:4][C:5]([CH3:24])=[C:6]([NH:8][C:9]2[O:10][C:11]3[C:17]([F:18])=[C:16]([CH2:19][C:20]([OH:22])=[O:21])[CH:15]=[CH:14][C:12]=3[N:13]=2)[CH:7]=1. The catalyst class is: 36. (2) Reactant: [H-].[Na+].[OH:3][C@@H:4]([CH2:15][O:16][C@@H:17]([CH3:21])[CH2:18][O:19][CH3:20])[C:5]([NH:7][C:8]1[CH:13]=[CH:12][C:11]([CH3:14])=[CH:10][N:9]=1)=[O:6].Cl[C:23]1[N:28]=[CH:27][N:26]=[C:25]2[N:29]([C:32]3[CH:37]=[CH:36][CH:35]=[CH:34][C:33]=3[Cl:38])[N:30]=[CH:31][C:24]=12. Product: [Cl:38][C:33]1[CH:34]=[CH:35][CH:36]=[CH:37][C:32]=1[N:29]1[C:25]2=[N:26][CH:27]=[N:28][C:23]([O:3][C@@H:4]([CH2:15][O:16][C@@H:17]([CH3:21])[CH2:18][O:19][CH3:20])[C:5]([NH:7][C:8]3[CH:13]=[CH:12][C:11]([CH3:14])=[CH:10][N:9]=3)=[O:6])=[C:24]2[CH:31]=[N:30]1. The catalyst class is: 56. (3) Reactant: [NH:1]1[C:5]2=[N:6][CH:7]=[CH:8][CH:9]=[C:4]2[CH:3]=[CH:2]1.[OH-].[Na+].[C:12]([O:16][C:17](=[O:36])[N:18]([CH2:28][C:29]1[CH:34]=[CH:33][C:32]([Cl:35])=[CH:31][CH:30]=1)[C:19]1[CH:24]=[CH:23][C:22]([CH:25]=[O:26])=[C:21]([Cl:27])[N:20]=1)([CH3:15])([CH3:14])[CH3:13].O. Product: [C:12]([O:16][C:17](=[O:36])[N:18]([CH2:28][C:29]1[CH:34]=[CH:33][C:32]([Cl:35])=[CH:31][CH:30]=1)[C:19]1[CH:24]=[CH:23][C:22]([CH:25]([OH:26])[C:3]2[C:4]3[C:5](=[N:6][CH:7]=[CH:8][CH:9]=3)[NH:1][CH:2]=2)=[C:21]([Cl:27])[N:20]=1)([CH3:15])([CH3:13])[CH3:14]. The catalyst class is: 5. (4) Reactant: [Cl:1][C:2]1[CH:3]=[CH:4][C:5]2[O:9][C:8]([C:10]3[CH:11]=[CH:12][C:13]([NH:17][CH:18]4[CH2:23][CH2:22][O:21][CH2:20][CH2:19]4)=[C:14]([CH:16]=3)[NH2:15])=[N:7][C:6]=2[CH:24]=1.[CH:25]([C:27]1[CH:36]=[CH:35][C:30]([C:31]([O:33][CH3:34])=[O:32])=[CH:29][CH:28]=1)=O.OOS([O-])=O.[K+].C(=O)([O-])[O-].[K+].[K+]. Product: [Cl:1][C:2]1[CH:3]=[CH:4][C:5]2[O:9][C:8]([C:10]3[CH:11]=[CH:12][C:13]4[N:17]([CH:18]5[CH2:19][CH2:20][O:21][CH2:22][CH2:23]5)[C:25]([C:27]5[CH:28]=[CH:29][C:30]([C:31]([O:33][CH3:34])=[O:32])=[CH:35][CH:36]=5)=[N:15][C:14]=4[CH:16]=3)=[N:7][C:6]=2[CH:24]=1. The catalyst class is: 9. (5) Reactant: [C:1]([O:5][C:6]([NH:8][C@H:9]([CH2:15][CH2:16][S:17][CH3:18])[CH:10]([OH:14])[C:11]([OH:13])=[O:12])=[O:7])([CH3:4])([CH3:3])[CH3:2].[O:19]1[CH:24]=[CH:23][CH2:22][CH2:21][CH2:20]1.C1(C)C=CC(S([O-])(=O)=O)=CC=1.[NH+]1C=CC=CC=1. Product: [C:1]([O:5][C:6]([NH:8][C@H:9]([CH2:15][CH2:16][S:17][CH3:18])[CH:10]([O:14][CH:20]1[CH2:21][CH2:22][CH2:23][CH2:24][O:19]1)[C:11]([OH:13])=[O:12])=[O:7])([CH3:4])([CH3:3])[CH3:2]. The catalyst class is: 4. (6) Reactant: [CH3:1][O:2][C:3]1[CH:4]=[C:5]2[C:14](=[CH:15][CH:16]=1)[C:13](=[O:17])[CH:12]([C:18]1[CH:23]=[CH:22][C:21]([O:24][CH3:25])=[CH:20][CH:19]=1)[CH:11]1[CH:6]2[CH2:7][CH2:8][CH2:9][CH2:10]1.[BH4-].[Na+].C(O)C. Product: [CH3:1][O:2][C:3]1[CH:4]=[C:5]2[C:14](=[CH:15][CH:16]=1)[CH:13]([OH:17])[CH:12]([C:18]1[CH:23]=[CH:22][C:21]([O:24][CH3:25])=[CH:20][CH:19]=1)[CH:11]1[CH:6]2[CH2:7][CH2:8][CH2:9][CH2:10]1. The catalyst class is: 7.